Dataset: Reaction yield outcomes from USPTO patents with 853,638 reactions. Task: Predict the reaction yield, written as a fraction of the theoretical maximum amount of product (1.0 means a 100% yield; for example, 0.34 means a 34% yield). (1) The reactants are C[O:2][C:3](=[O:19])[CH:4]([C:11]1[CH:16]=[CH:15][C:14]([C:17]#[N:18])=[CH:13][CH:12]=1)[CH2:5][CH:6]1[CH2:10][CH2:9][CH2:8][CH2:7]1.[OH-].[Li+].Cl. The catalyst is O1CCCC1.O.CO. The product is [C:17]([C:14]1[CH:13]=[CH:12][C:11]([CH:4]([CH2:5][CH:6]2[CH2:10][CH2:9][CH2:8][CH2:7]2)[C:3]([OH:19])=[O:2])=[CH:16][CH:15]=1)#[N:18]. The yield is 0.586. (2) The reactants are [OH:1][C:2]1[CH:17]=[CH:16][C:5]([C:6]([O:8][CH2:9][C:10]2[CH:15]=[CH:14][CH:13]=[CH:12][CH:11]=2)=[O:7])=[CH:4][CH:3]=1.[CH2:18](Br)[CH:19]=[CH2:20].C(=O)([O-])[O-].[K+].[K+]. The catalyst is CC(C)=O. The product is [CH2:20]([O:1][C:2]1[CH:17]=[CH:16][C:5]([C:6]([O:8][CH2:9][C:10]2[CH:15]=[CH:14][CH:13]=[CH:12][CH:11]=2)=[O:7])=[CH:4][CH:3]=1)[CH:19]=[CH2:18]. The yield is 1.00.